This data is from Full USPTO retrosynthesis dataset with 1.9M reactions from patents (1976-2016). The task is: Predict the reactants needed to synthesize the given product. The reactants are: [Cl:1][C:2]1[C:3]([C:10]([OH:12])=O)=[N:4][CH:5]=[C:6]([C:8]#[N:9])[CH:7]=1.[NH2:13][C:14]1[CH:15]=[CH:16][C:17]([F:51])=[C:18]([C@:20]2([CH3:50])[CH2:25][O:24][CH2:23][C:22]([NH:26][C:27]([C:42]3[CH:47]=[CH:46][C:45]([O:48][CH3:49])=[CH:44][CH:43]=3)([C:34]3[CH:39]=[CH:38][C:37]([O:40][CH3:41])=[CH:36][CH:35]=3)[C:28]3[CH:33]=[CH:32][CH:31]=[CH:30][CH:29]=3)=[N:21]2)[CH:19]=1.O.[Cl-].COC1N=C(OC)N=C([N+]2(C)CCOCC2)N=1. Given the product [CH3:49][O:48][C:45]1[CH:46]=[CH:47][C:42]([C:27]([NH:26][C:22]2[CH2:23][O:24][CH2:25][C@:20]([C:18]3[CH:19]=[C:14]([NH:13][C:10]([C:3]4[C:2]([Cl:1])=[CH:7][C:6]([C:8]#[N:9])=[CH:5][N:4]=4)=[O:12])[CH:15]=[CH:16][C:17]=3[F:51])([CH3:50])[N:21]=2)([C:34]2[CH:35]=[CH:36][C:37]([O:40][CH3:41])=[CH:38][CH:39]=2)[C:28]2[CH:29]=[CH:30][CH:31]=[CH:32][CH:33]=2)=[CH:43][CH:44]=1, predict the reactants needed to synthesize it.